From a dataset of TCR-epitope binding with 47,182 pairs between 192 epitopes and 23,139 TCRs. Binary Classification. Given a T-cell receptor sequence (or CDR3 region) and an epitope sequence, predict whether binding occurs between them. The epitope is EPLPQGQLTAY. The TCR CDR3 sequence is CATGTRDSNQPQHF. Result: 1 (the TCR binds to the epitope).